This data is from Forward reaction prediction with 1.9M reactions from USPTO patents (1976-2016). The task is: Predict the product of the given reaction. (1) The product is: [CH2:28]([N:19]([C:20]1[CH:25]=[CH:24][CH:23]=[C:22]([O:26][CH3:27])[N:21]=1)[S:16]([C:13]1[CH:14]=[CH:15][C:10]([O:8][CH2:7][C:4]2[CH:5]=[CH:6][N:1]=[CH:2][CH:3]=2)=[CH:11][CH:12]=1)(=[O:18])=[O:17])[CH:29]([CH3:31])[CH3:30]. Given the reactants [N:1]1[CH:6]=[CH:5][C:4]([CH2:7][OH:8])=[CH:3][CH:2]=1.F[C:10]1[CH:15]=[CH:14][C:13]([S:16]([N:19]([CH2:28][CH:29]([CH3:31])[CH3:30])[C:20]2[CH:25]=[CH:24][CH:23]=[C:22]([O:26][CH3:27])[N:21]=2)(=[O:18])=[O:17])=[CH:12][CH:11]=1.[H-].[Na+], predict the reaction product. (2) Given the reactants [Cl:1][CH2:2][CH2:3][O:4][C:5]1[CH:10]=[CH:9][CH:8]=[C:7]([CH2:11][S:12]([C:15]2[C:24]3[C:19](=[CH:20][CH:21]=[CH:22][CH:23]=3)[CH:18]=[CH:17][CH:16]=2)(=[O:14])=[O:13])[C:6]=1[NH2:25].Cl.[N:27]([O-])=O.[Na+].C(=O)(O)[O-].[Na+], predict the reaction product. The product is: [Cl:1][CH2:2][CH2:3][O:4][C:5]1[CH:10]=[CH:9][CH:8]=[C:7]2[C:6]=1[NH:25][N:27]=[C:11]2[S:12]([C:15]1[C:24]2[C:19](=[CH:20][CH:21]=[CH:22][CH:23]=2)[CH:18]=[CH:17][CH:16]=1)(=[O:14])=[O:13]. (3) Given the reactants [F:1][C:2]1[CH:3]=[C:4]([C@:15]([NH:30][CH:31]=O)([C:23]2[CH:28]=[CH:27][C:26]([F:29])=[CH:25][CH:24]=2)[CH2:16][C:17]2[CH:22]=[CH:21][CH:20]=[CH:19][CH:18]=2)[CH:5]=[C:6]([O:8][C:9]([F:14])([F:13])[CH:10]([F:12])[F:11])[CH:7]=1.C(N(CC)CC)C.O=P(Cl)(Cl)Cl, predict the reaction product. The product is: [F:1][C:2]1[CH:7]=[C:6]([O:8][C:9]([F:14])([F:13])[CH:10]([F:12])[F:11])[CH:5]=[C:4]([C@@:15]([C:23]2[CH:28]=[CH:27][C:26]([F:29])=[CH:25][CH:24]=2)([N+:30]#[C-:31])[CH2:16][C:17]2[CH:22]=[CH:21][CH:20]=[CH:19][CH:18]=2)[CH:3]=1. (4) The product is: [C:18]([NH:1][CH:2]1[CH2:3][CH2:4][O:7][C:6]1=[O:8])(=[O:20])[CH3:19]. Given the reactants [NH2:1][C@H:2]([C:6]([OH:8])=[O:7])[CH2:3][CH2:4]O.CN(C1C=CC=CN=1)C.[C:18](OC(=O)C)(=[O:20])[CH3:19], predict the reaction product. (5) Given the reactants C([O:3][C:4](=[O:34])[C@H:5]([OH:33])[CH2:6][C@H:7]([NH:22][C:23]([C:25]1[CH:29]=[C:28]([C:30](=[O:32])[CH3:31])[NH:27][N:26]=1)=[O:24])[CH2:8][C:9]1[CH:14]=[CH:13][C:12]([C:15]2[CH:20]=[CH:19][CH:18]=[C:17]([Cl:21])[CH:16]=2)=[CH:11][CH:10]=1)C.[Li+].[OH-].O.CCO, predict the reaction product. The product is: [C:30]([C:28]1[NH:27][N:26]=[C:25]([C:23]([NH:22][C@H:7]([CH2:8][C:9]2[CH:10]=[CH:11][C:12]([C:15]3[CH:20]=[CH:19][CH:18]=[C:17]([Cl:21])[CH:16]=3)=[CH:13][CH:14]=2)[CH2:6][C@@H:5]([OH:33])[C:4]([OH:34])=[O:3])=[O:24])[CH:29]=1)(=[O:32])[CH3:31].